This data is from Full USPTO retrosynthesis dataset with 1.9M reactions from patents (1976-2016). The task is: Predict the reactants needed to synthesize the given product. Given the product [CH3:25][C:17]1[C:16]2[C:20](=[CH:21][CH:22]=[C:23]([CH3:24])[C:15]=2[C:13]2[N:14]=[C:9]([O:8][CH2:7][C@H:5]([OH:6])[CH2:4][OH:3])[C:10]3[CH2:29][N:28]([C:30]4[CH:35]=[C:34]([CH:36]([CH3:38])[CH3:37])[CH:33]=[CH:32][C:31]=4[CH3:39])[CH2:27][CH2:26][C:11]=3[N:12]=2)[NH:19][N:18]=1, predict the reactants needed to synthesize it. The reactants are: CC1(C)[O:6][C@@H:5]([CH2:7][O:8][C:9]2[C:10]3[CH2:29][N:28]([C:30]4[CH:35]=[C:34]([CH:36]([CH3:38])[CH3:37])[CH:33]=[CH:32][C:31]=4[CH3:39])[CH2:27][CH2:26][C:11]=3[N:12]=[C:13]([C:15]3[C:23]([CH3:24])=[CH:22][CH:21]=[C:20]4[C:16]=3[C:17]([CH3:25])=[N:18][NH:19]4)[N:14]=2)[CH2:4][O:3]1.